Dataset: Catalyst prediction with 721,799 reactions and 888 catalyst types from USPTO. Task: Predict which catalyst facilitates the given reaction. Reactant: [CH3:1][I:2].[O:3]=[C:4]([C:20]1[N:28]2[C:23]([CH:24]=[CH:25][CH:26]=[CH:27]2)=[CH:22][C:21]=1[C:29]1[CH:34]=[CH:33][CH:32]=[CH:31][CH:30]=1)[C:5]([NH:7][C:8]1[CH:13]=[CH:12][C:11]([N:14]2[CH2:19][CH2:18][S:17][CH2:16][CH2:15]2)=[CH:10][CH:9]=1)=[O:6]. Product: [I-:2].[CH3:1][S+:17]1[CH2:16][CH2:15][N:14]([C:11]2[CH:12]=[CH:13][C:8]([NH:7][C:5](=[O:6])[C:4](=[O:3])[C:20]3[N:28]4[C:23]([CH:24]=[CH:25][CH:26]=[CH:27]4)=[CH:22][C:21]=3[C:29]3[CH:30]=[CH:31][CH:32]=[CH:33][CH:34]=3)=[CH:9][CH:10]=2)[CH2:19][CH2:18]1. The catalyst class is: 1.